Dataset: Reaction yield outcomes from USPTO patents with 853,638 reactions. Task: Predict the reaction yield, written as a fraction of the theoretical maximum amount of product (1.0 means a 100% yield; for example, 0.34 means a 34% yield). (1) The reactants are Br[C:2]1[C:3]2[N:4]([C:9]([C:30]3[CH:35]=[CH:34][CH:33]=[CH:32][CH:31]=3)=[C:10]([C:12]3[CH:17]=[CH:16][C:15]([C:18]4([NH:22][C:23](=[O:29])[O:24][C:25]([CH3:28])([CH3:27])[CH3:26])[CH2:21][CH2:20][CH2:19]4)=[CH:14][CH:13]=3)[N:11]=2)[N:5]=[C:6]([Cl:8])[CH:7]=1.[N:36]1[CH:41]=[CH:40][CH:39]=[C:38](B(O)O)[CH:37]=1.C([O-])([O-])=O.[Na+].[Na+]. The catalyst is O1CCOCC1.C1C=CC(P(C2C=CC=CC=2)[C-]2C=CC=C2)=CC=1.C1C=CC(P(C2C=CC=CC=2)[C-]2C=CC=C2)=CC=1.Cl[Pd]Cl.[Fe+2]. The product is [Cl:8][C:6]1[CH:7]=[C:2]([C:38]2[CH:37]=[N:36][CH:41]=[CH:40][CH:39]=2)[C:3]2[N:4]([C:9]([C:30]3[CH:35]=[CH:34][CH:33]=[CH:32][CH:31]=3)=[C:10]([C:12]3[CH:17]=[CH:16][C:15]([C:18]4([NH:22][C:23](=[O:29])[O:24][C:25]([CH3:28])([CH3:27])[CH3:26])[CH2:21][CH2:20][CH2:19]4)=[CH:14][CH:13]=3)[N:11]=2)[N:5]=1. The yield is 0.310. (2) The reactants are C(N(CC)CC)C.[C:8](Cl)(=[O:16])[O:9][C:10]1[CH:15]=[CH:14][CH:13]=[CH:12][CH:11]=1.[F:18][C:19]1[CH:29]=[CH:28][C:22]([O:23][CH2:24][CH2:25][CH2:26][NH2:27])=[C:21]([N+:30]([O-:32])=[O:31])[CH:20]=1. The catalyst is O1CCOCC1. The product is [C:10]1([O:9][C:8](=[O:16])[NH:27][CH2:26][CH2:25][CH2:24][O:23][C:22]2[CH:28]=[CH:29][C:19]([F:18])=[CH:20][C:21]=2[N+:30]([O-:32])=[O:31])[CH:15]=[CH:14][CH:13]=[CH:12][CH:11]=1. The yield is 0.940.